Dataset: Forward reaction prediction with 1.9M reactions from USPTO patents (1976-2016). Task: Predict the product of the given reaction. (1) Given the reactants C[Si](C)(C)CCOC[N:7](COCC[Si](C)(C)C)[C:8]1[N:13]2[N:14]=[CH:15][C:16]([C:17]3[CH:18]=[N:19][C:20]([C:23]4[CH:28]=[CH:27][CH:26]=[CH:25][CH:24]=4)=[CH:21][CH:22]=3)=[C:12]2[N:11]=[C:10]([C:29]2[CH2:34][CH2:33][C:32]([CH3:40])([C:35]([O:37][CH2:38][CH3:39])=[O:36])[CH2:31][CH:30]=2)[C:9]=1/[CH:41]=[CH:42]\OCC.C(O)(C(F)(F)F)=O.O, predict the reaction product. The product is: [CH3:40][C:32]1([C:35]([O:37][CH2:38][CH3:39])=[O:36])[CH2:33][CH2:34][C:29]([C:10]2[C:9]3[CH:41]=[CH:42][NH:7][C:8]=3[N:13]3[N:14]=[CH:15][C:16]([C:17]4[CH:18]=[N:19][C:20]([C:23]5[CH:28]=[CH:27][CH:26]=[CH:25][CH:24]=5)=[CH:21][CH:22]=4)=[C:12]3[N:11]=2)=[CH:30][CH2:31]1. (2) The product is: [Br:1][C:2]1[CH:7]=[CH:6][C:5]([CH3:8])=[CH:4][C:3]=1[N:9]([CH2:16][CH2:17][CH2:18][O:19][CH3:20])[C:10](=[O:14])[CH:11]([CH3:12])[CH3:13]. Given the reactants [Br:1][C:2]1[CH:7]=[CH:6][C:5]([CH3:8])=[CH:4][C:3]=1[NH:9][C:10](=[O:14])[CH:11]([CH3:13])[CH3:12].Cl[CH2:16][CH2:17][CH2:18][O:19][CH3:20], predict the reaction product.